The task is: Predict the reactants needed to synthesize the given product.. This data is from Full USPTO retrosynthesis dataset with 1.9M reactions from patents (1976-2016). The reactants are: [Cl:1][C:2]1[CH:3]=[C:4]([C:8]([C:20]2[CH:21]=[C:22]3[C:27](=[CH:28][CH:29]=2)[N:26]=[C:25](Cl)[C:24]([C:31]2[CH:36]=[CH:35][CH:34]=[CH:33][CH:32]=2)=[C:23]3Cl)([C:10]2[CH:11]=[N:12][C:13]([C:16]([F:19])([F:18])[F:17])=[CH:14][CH:15]=2)[OH:9])[CH:5]=[CH:6][CH:7]=1.[CH3:38][N:39](C)C(=O)C. Given the product [Cl:1][C:2]1[CH:3]=[C:4]([C:8]([OH:9])([C:10]2[CH:11]=[N:12][C:13]([C:16]([F:18])([F:19])[F:17])=[CH:14][CH:15]=2)[C:20]2[CH:29]=[C:28]3[C:27](=[CH:22][CH:21]=2)[N:26]=[C:25]([C:38]#[N:39])[C:24]([C:31]2[CH:32]=[CH:33][CH:34]=[CH:35][CH:36]=2)=[CH:23]3)[CH:5]=[CH:6][CH:7]=1, predict the reactants needed to synthesize it.